Dataset: Full USPTO retrosynthesis dataset with 1.9M reactions from patents (1976-2016). Task: Predict the reactants needed to synthesize the given product. (1) Given the product [C:18](=[N:31][C:12]1[C:11]([F:17])=[C:10]([CH2:9][O:8][Si:1]([C:4]([CH3:7])([CH3:6])[CH3:5])([CH3:3])[CH3:2])[CH:15]=[CH:14][N:13]=1)([C:25]1[CH:26]=[CH:27][CH:28]=[CH:29][CH:30]=1)[C:19]1[CH:24]=[CH:23][CH:22]=[CH:21][CH:20]=1, predict the reactants needed to synthesize it. The reactants are: [Si:1]([O:8][CH2:9][C:10]1[CH:15]=[CH:14][N:13]=[C:12](Cl)[C:11]=1[F:17])([C:4]([CH3:7])([CH3:6])[CH3:5])([CH3:3])[CH3:2].[C:18](=[NH:31])([C:25]1[CH:30]=[CH:29][CH:28]=[CH:27][CH:26]=1)[C:19]1[CH:24]=[CH:23][CH:22]=[CH:21][CH:20]=1.C1C=CC(P(C2C=CC3C(=CC=CC=3)C=2C2C3C(=CC=CC=3)C=CC=2P(C2C=CC=CC=2)C2C=CC=CC=2)C2C=CC=CC=2)=CC=1.CC(C)([O-])C.[Na+]. (2) Given the product [C:17]([C:14]1[CH:15]=[C:16]2[C:11](=[CH:12][C:13]=1[O:19][CH2:20][CH2:21][O:22][CH3:23])[N:10]=[CH:9][CH:8]=[C:7]2[O:6][C:5]1[CH:4]=[CH:3][C:2]([NH:1][C:33](=[O:34])[O:35][C:36]2[CH:41]=[CH:40][CH:39]=[CH:38][CH:37]=2)=[CH:25][CH:24]=1)#[N:18], predict the reactants needed to synthesize it. The reactants are: [NH2:1][C:2]1[CH:25]=[CH:24][C:5]([O:6][C:7]2[C:16]3[C:11](=[CH:12][C:13]([O:19][CH2:20][CH2:21][O:22][CH3:23])=[C:14]([C:17]#[N:18])[CH:15]=3)[N:10]=[CH:9][CH:8]=2)=[CH:4][CH:3]=1.N1C=CC=CC=1.Cl[C:33]([O:35][C:36]1[CH:41]=[CH:40][CH:39]=[CH:38][CH:37]=1)=[O:34].O. (3) Given the product [Br:8][C:5]1[CH:6]=[CH:7][C:2]([CH2:9][CH3:10])=[N:3][CH:4]=1, predict the reactants needed to synthesize it. The reactants are: Br[C:2]1[CH:7]=[CH:6][C:5]([Br:8])=[CH:4][N:3]=1.[CH2:9]([Zn]CC)[CH3:10]. (4) The reactants are: [Cl:1][C:2]1[C:3]([NH:18][C:19](=[O:29])[CH2:20][C@@H:21]([CH3:28])[C:22]2[CH:27]=[CH:26][CH:25]=[CH:24][CH:23]=2)=[C:4]2[C:9](=[CH:10][CH:11]=1)[N:8]=[C:7]([N:12]1[CH2:16][CH2:15][C@@H:14]([OH:17])[CH2:13]1)[CH:6]=[CH:5]2.[CH3:30][S:31](Cl)(=[O:33])=[O:32].C(N(CC)CC)C. Given the product [Cl:1][C:2]1[C:3]([NH:18][C:19](=[O:29])[CH2:20][C@@H:21]([CH3:28])[C:22]2[CH:23]=[CH:24][CH:25]=[CH:26][CH:27]=2)=[C:4]2[C:9](=[CH:10][CH:11]=1)[N:8]=[C:7]([N:12]1[CH2:16][CH2:15][C@@H:14]([O:17][S:31]([CH3:30])(=[O:33])=[O:32])[CH2:13]1)[CH:6]=[CH:5]2, predict the reactants needed to synthesize it. (5) Given the product [F:12][C:4]1[C:5]([O:10][CH3:11])=[CH:6][C:7]([O:8][CH3:9])=[C:2]([F:1])[C:3]=1[N:13]1[CH2:18][C:17]2[CH:19]=[N:20][C:21]3[N:25]([S:36]([C:30]4[CH:35]=[CH:34][CH:33]=[CH:32][CH:31]=4)(=[O:38])=[O:37])[CH:24]=[CH:23][C:22]=3[C:16]=2[N:15]([CH3:26])[C:14]1=[O:27], predict the reactants needed to synthesize it. The reactants are: [F:1][C:2]1[C:7]([O:8][CH3:9])=[CH:6][C:5]([O:10][CH3:11])=[C:4]([F:12])[C:3]=1[N:13]1[CH2:18][C:17]2[CH:19]=[N:20][C:21]3[NH:25][CH:24]=[CH:23][C:22]=3[C:16]=2[N:15]([CH3:26])[C:14]1=[O:27].[H-].[Na+].[C:30]1([S:36](Cl)(=[O:38])=[O:37])[CH:35]=[CH:34][CH:33]=[CH:32][CH:31]=1. (6) The reactants are: [Cl:1][C:2]1[C:10]([Cl:11])=[CH:9][CH:8]=[CH:7][C:3]=1[C:4]([OH:6])=O.[O:12]1[CH2:17][CH2:16][CH:15]([CH:18]([C:21]2[CH:22]=[N:23][C:24]([C:27]([F:30])([F:29])[F:28])=[CH:25][CH:26]=2)[CH2:19][NH2:20])[CH2:14][CH2:13]1. Given the product [Cl:1][C:2]1[C:10]([Cl:11])=[CH:9][CH:8]=[CH:7][C:3]=1[C:4]([NH:20][CH2:19][CH:18]([CH:15]1[CH2:16][CH2:17][O:12][CH2:13][CH2:14]1)[C:21]1[CH:22]=[N:23][C:24]([C:27]([F:30])([F:28])[F:29])=[CH:25][CH:26]=1)=[O:6], predict the reactants needed to synthesize it. (7) Given the product [N:1]1([CH:12]([NH:27][C:25](=[O:26])[CH2:24][C:21]2[CH:22]=[CH:23][C:18]([N:17]([CH3:28])[CH3:16])=[CH:19][CH:20]=2)[C:11]([CH3:15])([CH3:14])[CH3:10])[C:5]2[CH:6]=[CH:7][CH:8]=[CH:9][C:4]=2[N:3]=[N:2]1, predict the reactants needed to synthesize it. The reactants are: [NH:1]1[C:5]2[CH:6]=[CH:7][CH:8]=[CH:9][C:4]=2[N:3]=[N:2]1.[CH3:10][C:11]([CH3:15])([CH3:14])[CH:12]=O.[CH3:16][N:17]([CH3:28])[C:18]1[CH:23]=[CH:22][C:21]([CH2:24][C:25]([NH2:27])=[O:26])=[CH:20][CH:19]=1.